Dataset: Reaction yield outcomes from USPTO patents with 853,638 reactions. Task: Predict the reaction yield, written as a fraction of the theoretical maximum amount of product (1.0 means a 100% yield; for example, 0.34 means a 34% yield). The reactants are [N:1]1[CH:6]=[CH:5][C:4]([C:7]2[C:16]3[C:11](=[CH:12][CH:13]=[C:14]([C:17]4[CH:18]=[C:19]([NH2:23])[CH:20]=[N:21][CH:22]=4)[CH:15]=3)[N:10]=[CH:9][CH:8]=2)=[CH:3][CH:2]=1.[F:24][C:25]1[CH:30]=[C:29]([F:31])[CH:28]=[CH:27][C:26]=1[S:32](Cl)(=[O:34])=[O:33]. The catalyst is N1C=CC=CC=1. The product is [F:24][C:25]1[CH:30]=[C:29]([F:31])[CH:28]=[CH:27][C:26]=1[S:32]([NH:23][C:19]1[CH:20]=[N:21][CH:22]=[C:17]([C:14]2[CH:15]=[C:16]3[C:11](=[CH:12][CH:13]=2)[N:10]=[CH:9][CH:8]=[C:7]3[C:4]2[CH:3]=[CH:2][N:1]=[CH:6][CH:5]=2)[CH:18]=1)(=[O:34])=[O:33]. The yield is 0.480.